Dataset: Forward reaction prediction with 1.9M reactions from USPTO patents (1976-2016). Task: Predict the product of the given reaction. Given the reactants [F:1][C:2]1[CH:7]=[CH:6][C:5]([C:8](=[C:16]2[CH2:21][C:20]([CH3:23])([CH3:22])[CH2:19][C:18]([CH3:25])([CH3:24])[CH2:17]2)[C:9]2[CH:14]=[CH:13][C:12]([OH:15])=[CH:11][CH:10]=2)=[CH:4][CH:3]=1.C([O-])([O-])=O.[K+].[K+].Cl[CH2:33][CH2:34][O:35][CH2:36][CH2:37][OH:38], predict the reaction product. The product is: [F:1][C:2]1[CH:3]=[CH:4][C:5]([C:8](=[C:16]2[CH2:17][C:18]([CH3:25])([CH3:24])[CH2:19][C:20]([CH3:23])([CH3:22])[CH2:21]2)[C:9]2[CH:14]=[CH:13][C:12]([O:15][CH2:33][CH2:34][O:35][CH2:36][CH2:37][OH:38])=[CH:11][CH:10]=2)=[CH:6][CH:7]=1.